Dataset: Catalyst prediction with 721,799 reactions and 888 catalyst types from USPTO. Task: Predict which catalyst facilitates the given reaction. The catalyst class is: 147. Product: [C:13]([C:17]1[N:22]=[C:21]([N:23]2[CH2:28][CH2:27][N:26]([CH2:29][CH2:30][CH2:31][CH2:32][NH:33][C:10]([C:2]3[N:1]=[C:5]4[N:6]=[CH:7][CH:8]=[CH:9][N:4]4[CH:3]=3)=[O:12])[CH2:25][CH2:24]2)[CH:20]=[C:19]([C:34]([F:36])([F:37])[F:35])[N:18]=1)([CH3:16])([CH3:14])[CH3:15]. Reactant: [N:1]1[C:2]([C:10]([OH:12])=O)=[CH:3][N:4]2[CH:9]=[CH:8][CH:7]=[N:6][C:5]=12.[C:13]([C:17]1[N:22]=[C:21]([N:23]2[CH2:28][CH2:27][N:26]([CH2:29][CH2:30][CH2:31][CH2:32][NH2:33])[CH2:25][CH2:24]2)[CH:20]=[C:19]([C:34]([F:37])([F:36])[F:35])[N:18]=1)([CH3:16])([CH3:15])[CH3:14].